This data is from NCI-60 drug combinations with 297,098 pairs across 59 cell lines. The task is: Regression. Given two drug SMILES strings and cell line genomic features, predict the synergy score measuring deviation from expected non-interaction effect. (1) Synergy scores: CSS=1.76, Synergy_ZIP=-0.139, Synergy_Bliss=1.21, Synergy_Loewe=1.19, Synergy_HSA=0.125. Drug 2: CN1C2=C(C=C(C=C2)N(CCCl)CCCl)N=C1CCCC(=O)O.Cl. Drug 1: CS(=O)(=O)CCNCC1=CC=C(O1)C2=CC3=C(C=C2)N=CN=C3NC4=CC(=C(C=C4)OCC5=CC(=CC=C5)F)Cl. Cell line: SK-MEL-28. (2) Drug 2: C1=NNC2=C1C(=O)NC=N2. Drug 1: C(=O)(N)NO. Cell line: MOLT-4. Synergy scores: CSS=5.43, Synergy_ZIP=-3.28, Synergy_Bliss=-2.99, Synergy_Loewe=-1.09, Synergy_HSA=-0.836. (3) Drug 1: C1CCC(C(C1)N)N.C(=O)(C(=O)[O-])[O-].[Pt+4]. Drug 2: COCCOC1=C(C=C2C(=C1)C(=NC=N2)NC3=CC=CC(=C3)C#C)OCCOC.Cl. Cell line: SK-MEL-5. Synergy scores: CSS=35.5, Synergy_ZIP=-14.8, Synergy_Bliss=-8.02, Synergy_Loewe=-4.50, Synergy_HSA=-2.32. (4) Drug 1: C1=CN(C=N1)CC(O)(P(=O)(O)O)P(=O)(O)O. Drug 2: C(CCl)NC(=O)N(CCCl)N=O. Cell line: MDA-MB-231. Synergy scores: CSS=6.68, Synergy_ZIP=-3.45, Synergy_Bliss=-1.78, Synergy_Loewe=-1.32, Synergy_HSA=-0.978.